This data is from Forward reaction prediction with 1.9M reactions from USPTO patents (1976-2016). The task is: Predict the product of the given reaction. Given the reactants [N+:1]([O-:4])(O)=[O:2].[CH:5]1[C:10]2[CH2:11][CH2:12][C:13](=[O:16])[CH2:14][CH2:15][C:9]=2[CH:8]=[CH:7][CH:6]=1, predict the reaction product. The product is: [N+:1]([C:7]1[CH:6]=[CH:5][C:10]2[CH2:11][CH2:12][C:13](=[O:16])[CH2:14][CH2:15][C:9]=2[CH:8]=1)([O-:4])=[O:2].